Dataset: Catalyst prediction with 721,799 reactions and 888 catalyst types from USPTO. Task: Predict which catalyst facilitates the given reaction. (1) Reactant: C([O:5]C([N:8]1[CH2:13][CH2:12][CH:11]([N:14]([CH2:19][C:20]2[S:24][CH:23]=[N:22][C:21]=2[Cl:25])[CH2:15][CH:16]([CH3:18])[CH3:17])[CH2:10][CH2:9]1)=O)(C)(C)C.FC(F)(F)C(O)=O.[OH-].[Na+]. Product: [OH-:5].[NH4+:8].[Cl:25][C:21]1[N:22]=[CH:23][S:24][C:20]=1[CH2:19][N:14]([CH2:15][CH:16]([CH3:18])[CH3:17])[CH:11]1[CH2:12][CH2:13][NH:8][CH2:9][CH2:10]1. The catalyst class is: 4. (2) Reactant: [F:1][C:2]([F:14])([F:13])[O:3][C:4]1[CH:12]=[CH:11][C:7]([C:8]([OH:10])=O)=[CH:6][CH:5]=1.ON1C2C=CC=CC=2N=N1.CN1CCOCC1.CCN=C=NCCCN(C)C.Cl.[C:44]([O:48][C:49](=[O:52])[CH2:50][NH2:51])([CH3:47])([CH3:46])[CH3:45]. Product: [C:44]([O:48][C:49](=[O:52])[CH2:50][NH:51][C:8](=[O:10])[C:7]1[CH:6]=[CH:5][C:4]([O:3][C:2]([F:1])([F:14])[F:13])=[CH:12][CH:11]=1)([CH3:47])([CH3:46])[CH3:45]. The catalyst class is: 3. (3) Reactant: [CH2:1]([O:3][C:4]1[CH:28]=[CH:27][C:7]2[CH:8]3[CH2:14][CH2:13][C:12]([C:16]4[CH:21]=[CH:20][C:19]([O:22][CH2:23][CH3:24])=[C:18]([F:25])[C:17]=4[F:26])(O)[CH2:11][CH:9]3[O:10][C:6]=2[C:5]=1[F:29])[CH3:2].O.O.C1(C)C=CC(S(O)(=O)=O)=CC=1. Product: [CH2:1]([O:3][C:4]1[CH:28]=[CH:27][C:7]2[CH:8]3[CH2:14][CH:13]=[C:12]([C:16]4[CH:21]=[CH:20][C:19]([O:22][CH2:23][CH3:24])=[C:18]([F:25])[C:17]=4[F:26])[CH2:11][CH:9]3[O:10][C:6]=2[C:5]=1[F:29])[CH3:2]. The catalyst class is: 11. (4) Reactant: [C:1]([N:6]1[CH2:11][CH2:10][CH:9]([O:12][C:13]2[CH:14]=[C:15]([CH:19]3[O:24][C:23]4[CH:25]=[CH:26][CH:27]=[C:28]([C:29]([OH:31])=O)[C:22]=4[O:21][CH2:20]3)[CH:16]=[N:17][CH:18]=2)[CH2:8][CH2:7]1)(=[O:5])[CH:2]([CH3:4])[CH3:3].C(N1C=CN=C1)([N:34]1C=CN=C1)=O.[OH-].[NH4+].O. Product: [C:1]([N:6]1[CH2:11][CH2:10][CH:9]([O:12][C:13]2[CH:14]=[C:15]([CH:19]3[O:24][C:23]4[CH:25]=[CH:26][CH:27]=[C:28]([C:29]([NH2:34])=[O:31])[C:22]=4[O:21][CH2:20]3)[CH:16]=[N:17][CH:18]=2)[CH2:8][CH2:7]1)(=[O:5])[CH:2]([CH3:4])[CH3:3]. The catalyst class is: 3.